This data is from Forward reaction prediction with 1.9M reactions from USPTO patents (1976-2016). The task is: Predict the product of the given reaction. (1) Given the reactants C([O:3][C:4]([C:6]1([C:9]2[O:13][N:12]=[C:11]([C:14]3[CH:19]=[CH:18][C:17]([O:20][Si:21]([C:24]([CH3:27])([CH3:26])[CH3:25])([CH3:23])[CH3:22])=[CH:16][CH:15]=3)[C:10]=2[C:28]2[CH:33]=[CH:32][CH:31]=[CH:30][CH:29]=2)[CH2:8][CH2:7]1)=O)C.[H-].[Al+3].[Li+].[H-].[H-].[H-].[Cl-].[NH4+].O, predict the reaction product. The product is: [C:24]([Si:21]([CH3:23])([CH3:22])[O:20][C:17]1[CH:16]=[CH:15][C:14]([C:11]2[C:10]([C:28]3[CH:33]=[CH:32][CH:31]=[CH:30][CH:29]=3)=[C:9]([C:6]3([CH2:4][OH:3])[CH2:8][CH2:7]3)[O:13][N:12]=2)=[CH:19][CH:18]=1)([CH3:27])([CH3:26])[CH3:25]. (2) Given the reactants [C:1]([C:5]1[N:6]=[C:7]([N:16]2[CH2:20][CH2:19][C:18]([F:22])([F:21])[CH2:17]2)[C:8]2[C:9](=[N:11][N:12]([CH2:14][CH3:15])[N:13]=2)[N:10]=1)([CH3:4])([CH3:3])[CH3:2].C(C1N=C(N2CCC(F)(F)C2)C2N=NNC=2N=1)(C)(C)C.Br.BrCC1[C:47]([Cl:52])=[N:48][CH:49]=[CH:50][CH:51]=1, predict the reaction product. The product is: [C:1]([C:5]1[N:6]=[C:7]([N:16]2[CH2:20][CH2:19][C:18]([F:21])([F:22])[CH2:17]2)[C:8]2[C:9](=[N:11][N:12]([CH2:14][C:15]3[C:47]([Cl:52])=[N:48][CH:49]=[CH:50][CH:51]=3)[N:13]=2)[N:10]=1)([CH3:2])([CH3:3])[CH3:4]. (3) Given the reactants C([O:3][C:4](=[O:38])[C:5]([O:8][C:9]1[CH:14]=[CH:13][C:12]([O:15][CH2:16][C:17]2[N:21]([CH2:22][CH2:23][O:24][CH3:25])[C:20](=[O:26])[N:19]([C:27]3[CH:32]=[CH:31][C:30]([C:33]([F:36])([F:35])[F:34])=[CH:29][CH:28]=3)[N:18]=2)=[CH:11][C:10]=1[CH3:37])([CH3:7])[CH3:6])C.C1COCC1.[OH-].[K+], predict the reaction product. The product is: [CH3:25][O:24][CH2:23][CH2:22][N:21]1[C:20](=[O:26])[N:19]([C:27]2[CH:28]=[CH:29][C:30]([C:33]([F:34])([F:35])[F:36])=[CH:31][CH:32]=2)[N:18]=[C:17]1[CH2:16][O:15][C:12]1[CH:13]=[CH:14][C:9]([O:8][C:5]([CH3:7])([CH3:6])[C:4]([OH:38])=[O:3])=[C:10]([CH3:37])[CH:11]=1. (4) The product is: [CH2:40]([S:37]([N:34]1[CH2:35][CH2:36][CH:31]([C:22]2[C:21]3[C:25](=[C:26]([C:28]([NH2:30])=[O:29])[CH:27]=[C:19]([S:17][C:11]4[CH:16]=[CH:15][CH:14]=[CH:13][CH:12]=4)[CH:20]=3)[NH:24][CH:23]=2)[CH2:32][CH2:33]1)(=[O:39])=[O:38])[CH3:41]. Given the reactants C(O)CO.C(=O)([O-])[O-].[K+].[K+].[C:11]1([SH:17])[CH:16]=[CH:15][CH:14]=[CH:13][CH:12]=1.Br[C:19]1[CH:20]=[C:21]2[C:25](=[C:26]([C:28]([NH2:30])=[O:29])[CH:27]=1)[NH:24][CH:23]=[C:22]2[CH:31]1[CH2:36][CH2:35][N:34]([S:37]([CH2:40][CH3:41])(=[O:39])=[O:38])[CH2:33][CH2:32]1, predict the reaction product. (5) Given the reactants [Cl:1][C:2]1[CH:9]=[CH:8][CH:7]=[C:6]([Cl:10])[C:3]=1[CH2:4]Cl.[CH3:11][O:12][C:13](=[O:32])[C@H:14]([CH2:23][C:24]1[CH:29]=[CH:28][C:27]([OH:30])=[C:26]([OH:31])[CH:25]=1)[NH:15][C:16]([O:18][C:19]([CH3:22])([CH3:21])[CH3:20])=[O:17].C([O-])([O-])=O.[K+].[K+], predict the reaction product. The product is: [CH3:11][O:12][C:13](=[O:32])[C@H:14]([CH2:23][C:24]1[CH:29]=[CH:28][C:27]([O:30][CH2:4][C:3]2[C:2]([Cl:1])=[CH:9][CH:8]=[CH:7][C:6]=2[Cl:10])=[C:26]([O:31][CH2:4][C:3]2[C:2]([Cl:1])=[CH:9][CH:8]=[CH:7][C:6]=2[Cl:10])[CH:25]=1)[NH:15][C:16]([O:18][C:19]([CH3:22])([CH3:20])[CH3:21])=[O:17]. (6) Given the reactants C([O-])([O-])=O.[K+].[K+].Br[C:8]1[CH:9]=[C:10]2[C:14](=[CH:15][CH:16]=1)[NH:13][CH:12]=[CH:11]2.[Cl:17][C:18]1[CH:23]=[CH:22][C:21](B(O)O)=[CH:20][CH:19]=1, predict the reaction product. The product is: [Cl:17][C:18]1[CH:23]=[CH:22][C:21]([C:8]2[CH:9]=[C:10]3[C:14](=[CH:15][CH:16]=2)[NH:13][CH:12]=[CH:11]3)=[CH:20][CH:19]=1.